Dataset: Full USPTO retrosynthesis dataset with 1.9M reactions from patents (1976-2016). Task: Predict the reactants needed to synthesize the given product. (1) Given the product [CH:26]1([NH:29][C:23]([C:5]2[N:6]=[N:7][N:8]([C:9]3[CH:14]=[CH:13][C:12]([C:15]([NH:17][CH2:18][C:19]([F:20])([F:21])[F:22])=[O:16])=[CH:11][CH:10]=3)[C:4]=2/[CH:1]=[CH:2]/[CH3:3])=[O:24])[CH2:28][CH2:27]1, predict the reactants needed to synthesize it. The reactants are: [CH:1](/[C:4]1[N:8]([C:9]2[CH:14]=[CH:13][C:12]([C:15]([NH:17][CH2:18][C:19]([F:22])([F:21])[F:20])=[O:16])=[CH:11][CH:10]=2)[N:7]=[N:6][C:5]=1[C:23](O)=[O:24])=[CH:2]\[CH3:3].[CH:26]1([NH2:29])[CH2:28][CH2:27]1.C1C=CC2N(O)N=NC=2C=1.CCN=C=NCCCN(C)C. (2) Given the product [Cl:30][C:25]1[CH:24]=[C:23]([CH:28]=[CH:27][C:26]=1[F:29])[NH:22][C:14]1[C:13]2[CH:12]=[C:11]3[N:6]([CH2:5][CH2:4][CH2:3][CH2:2][N:34]([CH3:35])[CH3:33])[CH2:7][CH2:8][O:9][C:10]3=[CH:19][C:18]=2[N:17]=[CH:16][C:15]=1[C:20]#[N:21], predict the reactants needed to synthesize it. The reactants are: Cl[CH2:2][CH2:3][CH2:4][CH2:5][N:6]1[C:11]2=[CH:12][C:13]3[C:14]([NH:22][C:23]4[CH:28]=[CH:27][C:26]([F:29])=[C:25]([Cl:30])[CH:24]=4)=[C:15]([C:20]#[N:21])[CH:16]=[N:17][C:18]=3[CH:19]=[C:10]2[O:9][CH2:8][CH2:7]1.[I-].[Na+].[CH3:33][NH:34][CH3:35].O1CCCC1.C(=O)(O)[O-].[Na+]. (3) Given the product [Cl:36][C:31]1[CH:32]=[CH:33][CH:34]=[CH:35][C:30]=1[C:4]1[CH:3]=[C:2]([NH:1][CH:41]2[CH2:42][CH:43]3[N:38]([CH3:37])[CH:39]([CH2:45][CH2:44]3)[CH2:40]2)[CH:11]=[C:10]2[C:5]=1[CH2:6][N:7]([CH2:21][C:22]1[CH:23]=[CH:24][C:25]([O:28][CH3:29])=[CH:26][CH:27]=1)[C:8](=[O:20])[N:9]2[C:12]1[C:17]([Cl:18])=[CH:16][CH:15]=[CH:14][C:13]=1[Cl:19], predict the reactants needed to synthesize it. The reactants are: [NH2:1][C:2]1[CH:11]=[C:10]2[C:5]([CH2:6][N:7]([CH2:21][C:22]3[CH:27]=[CH:26][C:25]([O:28][CH3:29])=[CH:24][CH:23]=3)[C:8](=[O:20])[N:9]2[C:12]2[C:17]([Cl:18])=[CH:16][CH:15]=[CH:14][C:13]=2[Cl:19])=[C:4]([C:30]2[CH:35]=[CH:34][CH:33]=[CH:32][C:31]=2[Cl:36])[CH:3]=1.[CH3:37][N:38]1[CH:43]2[CH2:44][CH2:45][CH:39]1[CH2:40][C:41](=O)[CH2:42]2. (4) Given the product [CH:1]1[CH:6]=[CH:5][C:4]([C:8]([OH:10])=[O:9])=[C:3]([C:11]2[C:12]3[CH:17]=[CH:16][C:15]([OH:18])=[CH:14][C:13]=3[O:19][C:20]3[C:21]=2[CH:22]=[CH:23][C:24]([CH:25]=3)=[O:26])[CH:2]=1.[CH:30]([NH2:28])=[NH:7], predict the reactants needed to synthesize it. The reactants are: [CH:1]1[C:6]([NH2:7])=[CH:5][C:4]2[C:8]([O:10][C:11]3([C:21]4[CH:22]=[CH:23][C:24]([OH:26])=[CH:25][C:20]=4[O:19][C:13]4[CH:14]=[C:15]([OH:18])[CH:16]=[CH:17][C:12]3=4)[C:3]=2[CH:2]=1)=[O:9].C[N:28]([CH:30]=O)C. (5) Given the product [CH2:9]([NH:16][C:6]1[CH:5]=[CH:4][N:3]=[C:2]([Cl:1])[N:7]=1)[C:10]1[CH:15]=[CH:14][CH:13]=[CH:12][CH:11]=1, predict the reactants needed to synthesize it. The reactants are: [Cl:1][C:2]1[N:7]=[C:6](Cl)[CH:5]=[CH:4][N:3]=1.[CH2:9]([NH2:16])[C:10]1[CH:15]=[CH:14][CH:13]=[CH:12][CH:11]=1.C(N(CC)C(C)C)(C)C. (6) Given the product [CH3:1][O:2][C:3]1[CH:4]=[C:5]([C:9]2[C:10](=[O:12])[O:11][CH2:14][C:15]=2[CH3:16])[CH:6]=[CH:7][CH:8]=1, predict the reactants needed to synthesize it. The reactants are: [CH3:1][O:2][C:3]1[CH:4]=[C:5]([CH2:9][C:10]([OH:12])=[O:11])[CH:6]=[CH:7][CH:8]=1.Cl[CH2:14][C:15](=O)[CH3:16].C(=O)([O-])[O-].[K+].[K+].